Task: Predict the product of the given reaction.. Dataset: Forward reaction prediction with 1.9M reactions from USPTO patents (1976-2016) (1) Given the reactants [NH2:1][C:2]1[CH:7]=[CH:6][C:5]([C:8]2[C:16]3[C:11](=[CH:12][N:13]=[CH:14][CH:15]=3)[NH:10][C:9]=2[C:17]([NH2:19])=[O:18])=[CH:4][CH:3]=1.[Cl:20][C:21]1[CH:22]=[C:23]([N:31]=[C:32]=[O:33])[CH:24]=[CH:25][C:26]=1[O:27][CH:28]([F:30])[F:29], predict the reaction product. The product is: [Cl:20][C:21]1[CH:22]=[C:23]([NH:31][C:32](=[O:33])[NH:1][C:2]2[CH:3]=[CH:4][C:5]([C:8]3[C:16]4[C:11](=[CH:12][N:13]=[CH:14][CH:15]=4)[NH:10][C:9]=3[C:17]([NH2:19])=[O:18])=[CH:6][CH:7]=2)[CH:24]=[CH:25][C:26]=1[O:27][CH:28]([F:30])[F:29]. (2) Given the reactants [CH:1]1([CH2:4][O:5][C:6]2[CH:11]=[CH:10][C:9]([O:12][CH3:13])=[CH:8][C:7]=2[C:14]2[CH:19]=[CH:18][N:17]=[C:16]3[C:20]([C:24]([O:26][CH2:27][CH3:28])=[O:25])=[C:21]([CH3:23])[NH:22][C:15]=23)[CH2:3][CH2:2]1.Cl[CH2:30][O:31][CH2:32][CH2:33][Si:34]([CH3:37])([CH3:36])[CH3:35], predict the reaction product. The product is: [CH:1]1([CH2:4][O:5][C:6]2[CH:11]=[CH:10][C:9]([O:12][CH3:13])=[CH:8][C:7]=2[C:14]2[CH:19]=[CH:18][N:17]=[C:16]3[C:20]([C:24]([O:26][CH2:27][CH3:28])=[O:25])=[C:21]([CH3:23])[N:22]([CH2:30][O:31][CH2:32][CH2:33][Si:34]([CH3:37])([CH3:36])[CH3:35])[C:15]=23)[CH2:3][CH2:2]1. (3) The product is: [F:5][C:4]([F:7])([F:6])[S:1]([O:8][C:17]1[CH:18]=[C:19]2[C:22](=[CH:23][CH:24]=1)[CH:21]([C:25]#[N:26])[CH2:20]2)(=[O:3])=[O:2]. Given the reactants [S:1]([O:8]S(C(F)(F)F)(=O)=O)([C:4]([F:7])([F:6])[F:5])(=[O:3])=[O:2].O[C:17]1[CH:18]=[C:19]2[C:22](=[CH:23][CH:24]=1)[CH:21]([C:25]#[N:26])[CH2:20]2.C(N(CC)CC)C.O, predict the reaction product. (4) Given the reactants [CH2:1]([O:3][C:4]([C:6]1[S:16][C:9]2[N:10]=[C:11]([NH2:15])[N:12]=[C:13](Cl)[C:8]=2[CH:7]=1)=[O:5])[CH3:2].[CH3:17][N:18]1[C:23]2[CH:24]=[CH:25][C:26]([CH:28]=[O:29])=[CH:27][C:22]=2[O:21][CH2:20][CH2:19]1.[Br-].C(N1C=C[N+](C)=C1)C.[H-].[Na+], predict the reaction product. The product is: [CH2:1]([O:3][C:4]([C:6]1[S:16][C:9]2[N:10]=[C:11]([NH2:15])[N:12]=[C:13]([C:28]([C:26]3[CH:25]=[CH:24][C:23]4[N:18]([CH3:17])[CH2:19][CH2:20][O:21][C:22]=4[CH:27]=3)=[O:29])[C:8]=2[CH:7]=1)=[O:5])[CH3:2]. (5) Given the reactants FC(F)(F)S(O[C:7]1[CH:12]=[CH:11][CH:10]=[C:9]([N:13]2[C:17]3[CH:18]=[CH:19][CH:20]=[C:21]([C:22]([F:25])([F:24])[F:23])[C:16]=3[N:15]=[C:14]2[CH3:26])[CH:8]=1)(=O)=O.[CH3:29][S:30]([C:33]1[CH:34]=[C:35](B(O)O)[CH:36]=[CH:37][CH:38]=1)(=[O:32])=[O:31].[O-]P([O-])([O-])=O.[K+].[K+].[K+], predict the reaction product. The product is: [CH3:26][C:14]1[N:13]([C:9]2[CH:8]=[C:7]([C:37]3[CH:36]=[CH:35][CH:34]=[C:33]([S:30]([CH3:29])(=[O:32])=[O:31])[CH:38]=3)[CH:12]=[CH:11][CH:10]=2)[C:17]2[CH:18]=[CH:19][CH:20]=[C:21]([C:22]([F:24])([F:25])[F:23])[C:16]=2[N:15]=1. (6) The product is: [F:1][C:2]1[CH:7]=[CH:6][C:5]([OH:8])=[CH:4][C:3]=1[CH:10]([CH2:13][C:14]1[CH:15]=[CH:16][CH:17]=[CH:18][CH:19]=1)[C:11]#[N:12]. Given the reactants [F:1][C:2]1[CH:7]=[CH:6][C:5]([O:8]C)=[CH:4][C:3]=1[CH:10]([CH2:13][C:14]1[CH:19]=[CH:18][CH:17]=[CH:16][CH:15]=1)[C:11]#[N:12].B(Br)(Br)Br, predict the reaction product.